This data is from Reaction yield outcomes from USPTO patents with 853,638 reactions. The task is: Predict the reaction yield, written as a fraction of the theoretical maximum amount of product (1.0 means a 100% yield; for example, 0.34 means a 34% yield). The product is [NH2:11][C:12]1[CH:13]=[N:14][CH:15]=[CH:16][C:17]=1[C@H:18]1[CH2:27][C@@H:26]([CH3:28])[C:21]2([O:22][CH2:23][CH2:24][O:25]2)[C@@H:20]([NH:29][C:30](=[O:39])[O:31][CH2:32][C:33]2[CH:34]=[CH:35][CH:36]=[CH:37][CH:38]=2)[CH2:19]1.[NH2:11][C:12]1[CH:13]=[N:14][CH:15]=[CH:16][C:17]=1[C@@H:18]1[CH2:27][C@H:26]([CH3:28])[C:21]2([O:22][CH2:23][CH2:24][O:25]2)[C@H:20]([NH:29][C:30](=[O:39])[O:31][CH2:32][C:33]2[CH:34]=[CH:35][CH:36]=[CH:37][CH:38]=2)[CH2:19]1. The catalyst is CO.C(Cl)Cl.CCOC(C)=O.[Pd]. The reactants are C(OC([NH:11][C:12]1[CH:13]=[N:14][CH:15]=[CH:16][C:17]=1[C@@H:18]1[CH2:27][C@H:26]([CH3:28])[C:21]2([O:25][CH2:24][CH2:23][O:22]2)[C@H:20]([NH:29][C:30](=[O:39])[O:31][CH2:32][C:33]2[CH:38]=[CH:37][CH:36]=[CH:35][CH:34]=2)[CH2:19]1)=O)C1C=CC=CC=1.C(ON1C(=O)CCC1=O)(OCC1C=CC=CC=1)=O. The yield is 0.280.